From a dataset of NCI-60 drug combinations with 297,098 pairs across 59 cell lines. Regression. Given two drug SMILES strings and cell line genomic features, predict the synergy score measuring deviation from expected non-interaction effect. (1) Drug 1: C1CC(C1)(C(=O)O)C(=O)O.[NH2-].[NH2-].[Pt+2]. Drug 2: COC1=C2C(=CC3=C1OC=C3)C=CC(=O)O2. Cell line: SF-295. Synergy scores: CSS=38.2, Synergy_ZIP=6.54, Synergy_Bliss=8.46, Synergy_Loewe=-3.67, Synergy_HSA=8.08. (2) Drug 1: C1CN(CCN1C(=O)CCBr)C(=O)CCBr. Drug 2: CC1C(C(CC(O1)OC2CC(CC3=C2C(=C4C(=C3O)C(=O)C5=C(C4=O)C(=CC=C5)OC)O)(C(=O)CO)O)N)O.Cl. Cell line: M14. Synergy scores: CSS=43.6, Synergy_ZIP=-7.41, Synergy_Bliss=-7.72, Synergy_Loewe=-11.5, Synergy_HSA=-4.46. (3) Drug 1: CC(C1=C(C=CC(=C1Cl)F)Cl)OC2=C(N=CC(=C2)C3=CN(N=C3)C4CCNCC4)N. Drug 2: C(CC(=O)O)C(=O)CN.Cl. Cell line: SW-620. Synergy scores: CSS=4.14, Synergy_ZIP=-2.76, Synergy_Bliss=-3.76, Synergy_Loewe=-16.1, Synergy_HSA=-5.68. (4) Drug 1: CC=C1C(=O)NC(C(=O)OC2CC(=O)NC(C(=O)NC(CSSCCC=C2)C(=O)N1)C(C)C)C(C)C. Drug 2: CS(=O)(=O)OCCCCOS(=O)(=O)C. Cell line: U251. Synergy scores: CSS=71.5, Synergy_ZIP=-2.60, Synergy_Bliss=-2.42, Synergy_Loewe=-0.432, Synergy_HSA=0.133.